This data is from Forward reaction prediction with 1.9M reactions from USPTO patents (1976-2016). The task is: Predict the product of the given reaction. (1) Given the reactants [CH3:1][NH:2][C:3]1[CH:12]=[CH:11][C:10]2[C:5](=[CH:6][CH:7]=[C:8](C(O)=O)[CH:9]=2)[N:4]=1.C([O:18][C:19](C1C=C2C(C=CC=[N+]2[O-])=CC=1)=[O:20])C, predict the reaction product. The product is: [CH3:1][NH:2][C:3]1[CH:12]=[CH:11][C:10]2[C:5](=[CH:6][C:7]([C:19]([OH:20])=[O:18])=[CH:8][CH:9]=2)[N:4]=1. (2) Given the reactants [Cl:1][C:2]1[CH:12]=[C:11]([Cl:13])[CH:10]=[CH:9][C:3]=1[O:4][CH2:5][C:6]([OH:8])=O.Cl.C(N=C=NCCCN(C)C)C.O.ON1C2C=CC=CC=2N=N1.[CH3:37][O:38][C:39]1[CH:40]=[C:41]2[C:46](=[CH:47][C:48]=1[O:49][CH3:50])[N:45]=[CH:44][CH:43]=[C:42]2[O:51][C:52]1[CH:58]=[CH:57][C:55]([NH2:56])=[CH:54][CH:53]=1.C(=O)([O-])O.[Na+], predict the reaction product. The product is: [CH3:37][O:38][C:39]1[CH:40]=[C:41]2[C:46](=[CH:47][C:48]=1[O:49][CH3:50])[N:45]=[CH:44][CH:43]=[C:42]2[O:51][C:52]1[CH:53]=[CH:54][C:55]([NH:56][C:6](=[O:8])[CH2:5][O:4][C:3]2[CH:9]=[CH:10][C:11]([Cl:13])=[CH:12][C:2]=2[Cl:1])=[CH:57][CH:58]=1. (3) Given the reactants Br[C:2]1([F:17])[C:11](=[O:12])[C:10]2[CH:9]=[C:8]([C:13]([O:15][CH3:16])=[O:14])[CH:7]=[CH:6][C:5]=2[CH2:4][CH2:3]1.[Br-].[Li+].CN(C=O)C, predict the reaction product. The product is: [F:17][C:2]1[C:11]([OH:12])=[C:10]2[C:5]([CH:6]=[CH:7][C:8]([C:13]([O:15][CH3:16])=[O:14])=[CH:9]2)=[CH:4][CH:3]=1. (4) Given the reactants Cl[C:2]1[CH:7]=[C:6]([C:8]2[C:9]([NH2:15])=[N:10][CH:11]=[C:12]([F:14])[CH:13]=2)[C:5]([Cl:16])=[CH:4][N:3]=1.[CH3:17][O-:18].[Na+], predict the reaction product. The product is: [Cl:16][C:5]1[C:6]([C:8]2[C:9]([NH2:15])=[N:10][CH:11]=[C:12]([F:14])[CH:13]=2)=[CH:7][C:2]([O:18][CH3:17])=[N:3][CH:4]=1. (5) Given the reactants [ClH:1].[O:2]=[C:3]1[C:11]2[C:6](=[CH:7][CH:8]=[CH:9][CH:10]=2)[C:5](=[O:12])[N:4]1[CH2:13][C:14]1[CH:21]=[CH:20][C:17]([C:18]#[N:19])=[CH:16][CH:15]=1.[CH2:22]([O:24]CC)C, predict the reaction product. The product is: [ClH:1].[CH3:22][O:24][C:18](=[NH:19])[C:17]1[CH:20]=[CH:21][C:14]([CH2:13][N:4]2[C:3](=[O:2])[C:11]3[C:6](=[CH:7][CH:8]=[CH:9][CH:10]=3)[C:5]2=[O:12])=[CH:15][CH:16]=1. (6) Given the reactants [Cl:1][C:2]1[C:7]([Cl:8])=[CH:6][C:5]([C:9]2[N:14]=[C:13]([S:15][CH3:16])[N:12]=[C:11](O)[C:10]=2[C:18]#[N:19])=[CH:4][C:3]=1[O:20][CH3:21].O=P(Cl)(Cl)[Cl:24], predict the reaction product. The product is: [Cl:1][C:2]1[C:7]([Cl:8])=[CH:6][C:5]([C:9]2[N:14]=[C:13]([S:15][CH3:16])[N:12]=[C:11]([Cl:24])[C:10]=2[C:18]#[N:19])=[CH:4][C:3]=1[O:20][CH3:21]. (7) Given the reactants [C:1]([O:5][C:6](=[O:17])[NH:7][C@H:8]([C:10]1[CH:15]=[CH:14][C:13](Br)=[CH:12][CH:11]=1)[CH3:9])([CH3:4])([CH3:3])[CH3:2].C([Sn](CCCC)(CCCC)[C:23]([O:25]CC)=[CH2:24])CCC, predict the reaction product. The product is: [C:1]([O:5][C:6](=[O:17])[NH:7][C@H:8]([C:10]1[CH:15]=[CH:14][C:13]([C:23](=[O:25])[CH3:24])=[CH:12][CH:11]=1)[CH3:9])([CH3:4])([CH3:3])[CH3:2].